Dataset: Forward reaction prediction with 1.9M reactions from USPTO patents (1976-2016). Task: Predict the product of the given reaction. (1) Given the reactants [NH2:1][C:2]1[CH:12]=[CH:11][C:10]([C:13]2[CH:14]=[C:15]3[C:21]([C:22]4[CH:27]=[CH:26][CH:25]=[CH:24][C:23]=4[O:28][CH3:29])=[N:20][N:19]([CH2:30][O:31][CH2:32][CH2:33][Si:34]([CH3:37])([CH3:36])[CH3:35])[C:16]3=[N:17][CH:18]=2)=[CH:9][C:3]=1[C:4]([N:6]([CH3:8])[CH3:7])=[O:5].C(N(C(C)C)CC)(C)C.[Br:47][CH2:48][C:49](Cl)=[O:50], predict the reaction product. The product is: [Br:47][CH2:48][C:49]([NH:1][C:2]1[CH:12]=[CH:11][C:10]([C:13]2[CH:14]=[C:15]3[C:21]([C:22]4[CH:27]=[CH:26][CH:25]=[CH:24][C:23]=4[O:28][CH3:29])=[N:20][N:19]([CH2:30][O:31][CH2:32][CH2:33][Si:34]([CH3:37])([CH3:36])[CH3:35])[C:16]3=[N:17][CH:18]=2)=[CH:9][C:3]=1[C:4]([N:6]([CH3:8])[CH3:7])=[O:5])=[O:50]. (2) Given the reactants [Br:1][C:2]1[N:7]=[C:6]([NH2:8])[CH:5]=[CH:4][CH:3]=1.[H-].[Na+].Br[C:12]1[C:13]2[N:14]([C:19]([C:22]([NH:24][C:25]3[CH:30]=[CH:29][N:28]=[CH:27][C:26]=3[F:31])=[O:23])=[CH:20][N:21]=2)[N:15]=[C:16]([Cl:18])[CH:17]=1, predict the reaction product. The product is: [Br:1][C:2]1[N:7]=[C:6]([NH:8][C:12]2[C:13]3[N:14]([C:19]([C:22]([NH:24][C:25]4[CH:30]=[CH:29][N:28]=[CH:27][C:26]=4[F:31])=[O:23])=[CH:20][N:21]=3)[N:15]=[C:16]([Cl:18])[CH:17]=2)[CH:5]=[CH:4][CH:3]=1.